Dataset: Reaction yield outcomes from USPTO patents with 853,638 reactions. Task: Predict the reaction yield, written as a fraction of the theoretical maximum amount of product (1.0 means a 100% yield; for example, 0.34 means a 34% yield). The reactants are [CH3:1][C:2]1([CH3:18])[CH2:7][CH:6](O)[CH:5]=[C:4]([C:9]2[CH:14]=[CH:13][N:12]=[CH:11][C:10]=2[N+:15]([O-:17])=[O:16])[CH2:3]1.C1(P(C2C=CC=CC=2)C2C=CC=CC=2)C=CC=CC=1.[C:38]1(=[O:48])[NH:42][C:41](=[O:43])[C:40]2=[CH:44][CH:45]=[CH:46][CH:47]=[C:39]12.N(C(OC(C)(C)C)=O)=NC(OC(C)(C)C)=O. The catalyst is C1COCC1. The product is [CH3:1][C:2]1([CH3:18])[CH2:7][CH:6]([N:42]2[C:38](=[O:48])[C:39]3[C:40](=[CH:44][CH:45]=[CH:46][CH:47]=3)[C:41]2=[O:43])[CH:5]=[C:4]([C:9]2[CH:14]=[CH:13][N:12]=[CH:11][C:10]=2[N+:15]([O-:17])=[O:16])[CH2:3]1. The yield is 0.990.